Task: Predict the reaction yield, written as a fraction of the theoretical maximum amount of product (1.0 means a 100% yield; for example, 0.34 means a 34% yield).. Dataset: Reaction yield outcomes from USPTO patents with 853,638 reactions (1) The reactants are [ClH:1].[NH2:2][C@H:3]([C:9]([OH:11])=[O:10])[CH2:4][CH2:5][CH2:6][CH2:7][NH2:8].[CH3:12]O. No catalyst specified. The product is [ClH:1].[ClH:1].[CH3:12][O:10][C:9](=[O:11])[C@H:3]([CH2:4][CH2:5][CH2:6][CH2:7][NH2:8])[NH2:2]. The yield is 0.916. (2) The reactants are Br[CH2:2][CH:3]=[CH:4][C:5]1([CH3:31])[CH2:9][CH2:8][CH:7]([CH2:10][O:11][Si:12]([C:25]([CH3:28])([CH3:27])[CH3:26])([C:19]2[CH:24]=[CH:23][CH:22]=[CH:21][CH:20]=2)[C:13]2[CH:18]=[CH:17][CH:16]=[CH:15][CH:14]=2)[C:6]1([CH3:30])[CH3:29].[NH4+].[Cl-].[NH4+].[OH-].[CH2:36]1COCC1. No catalyst specified. The product is [C:25]([Si:12]([C:13]1[CH:18]=[CH:17][CH:16]=[CH:15][CH:14]=1)([C:19]1[CH:20]=[CH:21][CH:22]=[CH:23][CH:24]=1)[O:11][CH2:10][CH:7]1[CH2:8][CH2:9][C:5]([CH3:31])([CH:4]([CH3:36])[CH:3]=[CH2:2])[C:6]1([CH3:30])[CH3:29])([CH3:28])([CH3:26])[CH3:27]. The yield is 0.790. (3) The reactants are [Br:1][C:2]1[CH:7]=[CH:6][C:5]([NH:8][C:9]2[C:10]([C:20]([OH:22])=O)=[CH:11][C:12]3[N:16]([CH3:17])[CH:15]=[N:14][C:13]=3[C:18]=2[F:19])=[C:4]([Cl:23])[CH:3]=1.[CH:24]([O:26][CH2:27][CH2:28][O:29][NH2:30])=[CH2:25].C1C=CC2N(O)N=NC=2C=1.C(N(CC)CC)C.CCN=C=NCCCN(C)C. The catalyst is CN(C)C=O.C(OCC)(=O)C. The product is [CH:24]([O:26][CH2:27][CH2:28][O:29][NH:30][C:20]([C:10]1[C:9]([NH:8][C:5]2[CH:6]=[CH:7][C:2]([Br:1])=[CH:3][C:4]=2[Cl:23])=[C:18]([F:19])[C:13]2[N:14]=[CH:15][N:16]([CH3:17])[C:12]=2[CH:11]=1)=[O:22])=[CH2:25]. The yield is 0.900. (4) The reactants are [CH2:1]([OH:4])[CH2:2][OH:3].[H-].[Na+].Br[CH2:8][C:9]1[CH:14]=[CH:13][C:12]([F:15])=[CH:11][CH:10]=1.O. The catalyst is C1COCC1.[N+](CCCC)(CCCC)(CCCC)CCCC.[I-].CCOC(C)=O. The product is [F:15][C:12]1[CH:13]=[CH:14][C:9]([CH2:8][O:3][CH2:2][CH2:1][OH:4])=[CH:10][CH:11]=1. The yield is 0.480. (5) The reactants are [CH3:1][C:2]1[N:7]([C:8]2[CH:13]=[CH:12][CH:11]=[C:10]([C:14]([F:17])([F:16])[F:15])[CH:9]=2)[C:6](=[O:18])[C:5]([C:19](O)=[O:20])=[CH:4][CH:3]=1.[CH3:22][S:23][C:24]1[CH:31]=[CH:30][C:27]([CH2:28][NH2:29])=[CH:26][CH:25]=1.CN(C(ON1N=NC2C=CC=CC1=2)=[N+](C)C)C.F[P-](F)(F)(F)(F)F.CCN(C(C)C)C(C)C. The catalyst is CN1C(=O)CCC1.CCOC(C)=O. The product is [CH3:1][C:2]1[N:7]([C:8]2[CH:13]=[CH:12][CH:11]=[C:10]([C:14]([F:15])([F:16])[F:17])[CH:9]=2)[C:6](=[O:18])[C:5]([C:19]([NH:29][CH2:28][C:27]2[CH:30]=[CH:31][C:24]([S:23][CH3:22])=[CH:25][CH:26]=2)=[O:20])=[CH:4][CH:3]=1. The yield is 0.690.